Task: Predict the product of the given reaction.. Dataset: Forward reaction prediction with 1.9M reactions from USPTO patents (1976-2016) (1) Given the reactants [F:1][C:2]1[CH:7]=[CH:6][CH:5]=[CH:4][C:3]=1[C:8]1[C:12]([C:13]([OH:15])=O)=[C:11]([CH3:16])[O:10][N:9]=1.Cl.C(N=C=NCCCN(C)C)C.[F:29][C:30]1[CH:35]=[CH:34][C:33]([N:36]2[CH2:41][CH2:40][NH:39][CH2:38][CH2:37]2)=[CH:32][CH:31]=1, predict the reaction product. The product is: [F:1][C:2]1[CH:7]=[CH:6][CH:5]=[CH:4][C:3]=1[C:8]1[C:12]([C:13]([N:39]2[CH2:38][CH2:37][N:36]([C:33]3[CH:32]=[CH:31][C:30]([F:29])=[CH:35][CH:34]=3)[CH2:41][CH2:40]2)=[O:15])=[C:11]([CH3:16])[O:10][N:9]=1. (2) Given the reactants Br[C:2]1[CH:7]=[CH:6][C:5]([Br:8])=[CH:4][N:3]=1.[Na].[NH:10]1[CH:14]=[N:13][CH:12]=[N:11]1.C(OCC)(=O)C, predict the reaction product. The product is: [N:10]1([C:2]2[CH:7]=[CH:6][C:5]([Br:8])=[CH:4][N:3]=2)[CH:14]=[N:13][CH:12]=[N:11]1. (3) Given the reactants [CH3:1][O:2][C:3]([C@@H:5]1[CH2:9][C@@H:8]([S:10]([C:13]2[CH:18]=[CH:17][CH:16]=[CH:15][C:14]=2[C:19]([F:22])([F:21])[F:20])(=[O:12])=[O:11])[CH2:7][N:6]1[C:23](=S)[CH2:24][C:25](=O)[CH3:26])=[O:4].Cl.[N:30]1[C:39]2[C:34](=[CH:35][CH:36]=[CH:37][CH:38]=2)[C:33]([NH:40][NH2:41])=[CH:32][CH:31]=1, predict the reaction product. The product is: [CH3:1][O:2][C:3]([C@@H:5]1[CH2:9][C@@H:8]([S:10]([C:13]2[CH:18]=[CH:17][CH:16]=[CH:15][C:14]=2[C:19]([F:20])([F:21])[F:22])(=[O:11])=[O:12])[CH2:7][N:6]1[C:23]1[N:40]([C:33]2[C:34]3[C:39](=[CH:38][CH:37]=[CH:36][CH:35]=3)[N:30]=[CH:31][CH:32]=2)[N:41]=[C:25]([CH3:26])[CH:24]=1)=[O:4]. (4) Given the reactants [C:1]([O:5][C:6]([NH:8][C:9]1[CH:16]=[CH:15][C:12]([O:13]C)=[CH:11][CH:10]=1)=[O:7])([CH3:4])([CH3:3])[CH3:2].[C:17]([Li])(C)(C)C.[CH2:22]1[O:24][CH2:23]1.[Cl-].[NH4+], predict the reaction product. The product is: [OH:13][CH2:12][CH2:15][C:16]1[C:23]([O:24][CH3:22])=[CH:17][CH:11]=[CH:10][C:9]=1[NH:8][C:6]([O:5][C:1]([CH3:2])([CH3:3])[CH3:4])=[O:7]. (5) Given the reactants C(O)(=O)C.N1CCCCC1.[Cl:11][C:12]1[CH:19]=[C:18]([F:20])[CH:17]=[CH:16][C:13]=1[CH:14]=O.[C:21]([O:27][CH3:28])(=[O:26])[CH2:22][C:23]([CH3:25])=[O:24], predict the reaction product. The product is: [C:23]([C:22](=[CH:14][C:13]1[CH:16]=[CH:17][C:18]([F:20])=[CH:19][C:12]=1[Cl:11])[C:21]([O:27][CH3:28])=[O:26])(=[O:24])[CH3:25].